This data is from Forward reaction prediction with 1.9M reactions from USPTO patents (1976-2016). The task is: Predict the product of the given reaction. Given the reactants C1C=C(Cl)C=C(C(OO)=[O:9])C=1.[CH3:12][S:13]([N:16]1[CH2:33][CH2:32][CH2:31][N:19]2[C:20]3[C:29]4[C:24](=[CH:25][CH:26]=[CH:27][CH:28]=4)[N:23]=[CH:22][C:21]=3[N:30]=[C:18]2[CH2:17]1)(=[O:15])=[O:14].[OH-].[NH4+].C1(C)C=CC(S(Cl)(=O)=O)=CC=1, predict the reaction product. The product is: [CH3:12][S:13]([N:16]1[CH2:33][CH2:32][CH2:31][N:19]2[C:20]3[C:29]4[C:24](=[CH:25][CH:26]=[CH:27][CH:28]=4)[N+:23]([O-:9])=[CH:22][C:21]=3[N:30]=[C:18]2[CH2:17]1)(=[O:15])=[O:14].